Dataset: Reaction yield outcomes from USPTO patents with 853,638 reactions. Task: Predict the reaction yield, written as a fraction of the theoretical maximum amount of product (1.0 means a 100% yield; for example, 0.34 means a 34% yield). The reactants are [CH3:1][C:2]1[CH:3]=[C:4]([OH:17])[CH:5]=[CH:6][C:7]=1B1OC(C)(C)C(C)(C)O1.[CH3:18][O:19][C:20](=[O:29])[C:21]1[CH:26]=[CH:25][C:24](Br)=[CH:23][C:22]=1[CH3:28].N#N.C([O-])([O-])=O.[Na+].[Na+].Cl. The catalyst is O1CCOCC1.C1C=CC([P]([Pd]([P](C2C=CC=CC=2)(C2C=CC=CC=2)C2C=CC=CC=2)([P](C2C=CC=CC=2)(C2C=CC=CC=2)C2C=CC=CC=2)[P](C2C=CC=CC=2)(C2C=CC=CC=2)C2C=CC=CC=2)(C2C=CC=CC=2)C2C=CC=CC=2)=CC=1. The product is [CH3:18][O:19][C:20]([C:21]1[CH:26]=[CH:25][C:24]([C:7]2[CH:6]=[CH:5][C:4]([OH:17])=[CH:3][C:2]=2[CH3:1])=[CH:23][C:22]=1[CH3:28])=[O:29]. The yield is 0.750.